Dataset: Full USPTO retrosynthesis dataset with 1.9M reactions from patents (1976-2016). Task: Predict the reactants needed to synthesize the given product. Given the product [CH2:33]([N:35]([CH2:36][CH3:37])[CH2:2][CH2:3][O:4][C:5]1[CH:14]=[C:13]2[C:8]([C:9]([O:15][C:16]3[CH:21]=[CH:20][C:19]([CH3:22])=[CH:18][C:17]=3[C:23]([C:25]3[CH:30]=[CH:29][CH:28]=[CH:27][CH:26]=3)=[O:24])=[CH:10][CH:11]=[N:12]2)=[CH:7][C:6]=1[O:31][CH3:32])[CH3:34], predict the reactants needed to synthesize it. The reactants are: Cl[CH2:2][CH2:3][O:4][C:5]1[CH:14]=[C:13]2[C:8]([C:9]([O:15][C:16]3[CH:21]=[CH:20][C:19]([CH3:22])=[CH:18][C:17]=3[C:23]([C:25]3[CH:30]=[CH:29][CH:28]=[CH:27][CH:26]=3)=[O:24])=[CH:10][CH:11]=[N:12]2)=[CH:7][C:6]=1[O:31][CH3:32].[CH2:33]([NH:35][CH2:36][CH3:37])[CH3:34].C(=O)([O-])[O-].[K+].[K+].O.